This data is from Full USPTO retrosynthesis dataset with 1.9M reactions from patents (1976-2016). The task is: Predict the reactants needed to synthesize the given product. (1) The reactants are: [N+:1]([C:4]1[CH:34]=[CH:33][C:7]([O:8][C:9]2[CH:14]=[CH:13][N:12]=[C:11]3[CH:15]=[C:16]([C:18]4[CH:32]=[CH:31][C:21]([O:22][CH2:23][CH2:24][N:25]5[CH2:30][CH2:29][O:28][CH2:27][CH2:26]5)=[CH:20][CH:19]=4)[S:17][C:10]=23)=[CH:6][CH:5]=1)([O-])=O.CN1C2N=CN=C(OC3C=CC(NC(NC(=O)CC4C=CC=CC=4)=S)=CC=3F)C=2C=C1. Given the product [O:28]1[CH2:29][CH2:30][N:25]([CH2:24][CH2:23][O:22][C:21]2[CH:31]=[CH:32][C:18]([C:16]3[S:17][C:10]4[C:11](=[N:12][CH:13]=[CH:14][C:9]=4[O:8][C:7]4[CH:6]=[CH:5][C:4]([NH2:1])=[CH:34][CH:33]=4)[CH:15]=3)=[CH:19][CH:20]=2)[CH2:26][CH2:27]1, predict the reactants needed to synthesize it. (2) Given the product [CH3:3][C:2]([CH:17]1[CH2:18][N:19]([C:23]([O:25][C:26]([CH3:29])([CH3:28])[CH3:27])=[O:24])[C:20](=[O:38])[CH2:21][CH2:22]1)([S:4]([C:7]1[CH:12]=[CH:11][CH:10]=[C:9]([C:13]([F:15])([F:16])[F:14])[CH:8]=1)(=[O:5])=[O:6])[CH3:1], predict the reactants needed to synthesize it. The reactants are: [CH3:1][C:2]([CH:17]1[CH2:22][CH2:21][CH2:20][N:19]([C:23]([O:25][C:26]([CH3:29])([CH3:28])[CH3:27])=[O:24])[CH2:18]1)([S:4]([C:7]1[CH:12]=[CH:11][CH:10]=[C:9]([C:13]([F:16])([F:15])[F:14])[CH:8]=1)(=[O:6])=[O:5])[CH3:3].CC#N.C(Cl)(Cl)(Cl)Cl.[OH2:38]. (3) Given the product [CH:1]([C:4]1[CH:9]=[CH:8][C:7]([NH:10][C:11](=[O:43])[C:12]2[CH:17]=[CH:16][CH:15]=[C:14]([O:18][C:19]3[CH:24]=[CH:23][N:22]=[C:21]4[NH:25][N:26]=[C:27]([NH:28][C@@H:29]5[CH2:33][CH2:32][NH:31][CH2:30]5)[C:20]=34)[CH:13]=2)=[CH:6][C:5]=1[CH3:44])([CH3:3])[CH3:2], predict the reactants needed to synthesize it. The reactants are: [CH:1]([C:4]1[CH:9]=[CH:8][C:7]([NH:10][C:11](=[O:43])[C:12]2[CH:17]=[CH:16][CH:15]=[C:14]([O:18][C:19]3[CH:24]=[CH:23][N:22]=[C:21]4[N:25](CC5C=CC(OC)=CC=5)[N:26]=[C:27]([NH:28][C@@H:29]5[CH2:33][CH2:32][NH:31][CH2:30]5)[C:20]=34)[CH:13]=2)=[CH:6][C:5]=1[CH3:44])([CH3:3])[CH3:2]. (4) Given the product [CH2:41]([O:48][C:49]1[C:56]([F:57])=[CH:55][C:52](/[CH:53]=[C:5](\[O:4][CH2:2][CH3:3])/[C:6]([O:8][CH2:9][CH3:10])=[O:7])=[CH:51][C:50]=1[F:58])[C:42]1[CH:47]=[CH:46][CH:45]=[CH:44][CH:43]=1, predict the reactants needed to synthesize it. The reactants are: [Cl-].[CH2:2]([O:4][CH:5]([P+](C1C=CC=CC=1)(C1C=CC=CC=1)C1C=CC=CC=1)[C:6]([O:8][CH2:9][CH3:10])=[O:7])[CH3:3].C1CCN2C(=NCCC2)CC1.[CH2:41]([O:48][C:49]1[C:56]([F:57])=[CH:55][C:52]([CH:53]=O)=[CH:51][C:50]=1[F:58])[C:42]1[CH:47]=[CH:46][CH:45]=[CH:44][CH:43]=1. (5) Given the product [F:1][C:2]1[CH:7]=[CH:6][C:5]([CH2:8][C:9]2[CH:18]=[C:17]3[C:12]([C:13]([OH:25])=[C:14]([C:20]([NH:29][CH2:28][CH:27]([OH:30])[CH3:26])=[O:21])[C:15](=[O:19])[NH:16]3)=[N:11][CH:10]=2)=[CH:4][CH:3]=1, predict the reactants needed to synthesize it. The reactants are: [F:1][C:2]1[CH:7]=[CH:6][C:5]([CH2:8][C:9]2[CH:18]=[C:17]3[C:12]([C:13]([OH:25])=[C:14]([C:20](OCC)=[O:21])[C:15](=[O:19])[NH:16]3)=[N:11][CH:10]=2)=[CH:4][CH:3]=1.[CH3:26][CH:27]([OH:30])[CH2:28][NH2:29]. (6) Given the product [Cl:12][C:13]1[CH:14]=[CH:15][C:16]([CH:19]([OH:23])[CH2:20][CH:21]2[CH2:22][O:9]2)=[CH:17][CH:18]=1, predict the reactants needed to synthesize it. The reactants are: ClC1C=CC=C(C(OO)=[O:9])C=1.[Cl:12][C:13]1[CH:18]=[CH:17][C:16]([CH:19]([OH:23])[CH2:20][CH:21]=[CH2:22])=[CH:15][CH:14]=1.